From a dataset of Forward reaction prediction with 1.9M reactions from USPTO patents (1976-2016). Predict the product of the given reaction. (1) Given the reactants [H-].[H-].[H-].[H-].[Li+].[Al+3].[O:7]([CH2:14][CH2:15][O:16][CH:17]1[CH2:22][CH2:21][CH:20]([C:23](OCC)=[O:24])[CH2:19][CH2:18]1)[C:8]1[CH:13]=[CH:12][CH:11]=[CH:10][CH:9]=1.[F-].[K+], predict the reaction product. The product is: [O:7]([CH2:14][CH2:15][O:16][C@@H:17]1[CH2:22][CH2:21][C@H:20]([CH2:23][OH:24])[CH2:19][CH2:18]1)[C:8]1[CH:13]=[CH:12][CH:11]=[CH:10][CH:9]=1. (2) Given the reactants [N:1]1[N:2]([C:10]2[N:31]=[CH:30][CH:29]=[CH:28][C:11]=2[C:12]([NH:14][CH:15]([CH2:21][C:22]2[CH:27]=[CH:26][CH:25]=[CH:24][CH:23]=2)[CH:16]([OH:20])[C:17](O)=[O:18])=[O:13])[CH:3]=[C:4]2[C:9]=1[CH2:8][CH2:7][CH2:6][CH2:5]2.Cl.[CH3:33][O:34][NH2:35], predict the reaction product. The product is: [OH:20][CH:16]([C:17]([NH:35][O:34][CH3:33])=[O:18])[CH:15]([NH:14][C:12](=[O:13])[C:11]1[CH:28]=[CH:29][CH:30]=[N:31][C:10]=1[N:2]1[CH:3]=[C:4]2[C:9]([CH2:8][CH2:7][CH2:6][CH2:5]2)=[N:1]1)[CH2:21][C:22]1[CH:23]=[CH:24][CH:25]=[CH:26][CH:27]=1. (3) Given the reactants [NH2:1][C:2]1[N:3]=[C:4]([N:19]2[CH2:24][CH2:23][N:22]([C:25](=[O:35])[CH2:26][O:27][C:28]3[CH:33]=[CH:32][C:31]([Cl:34])=[CH:30][CH:29]=3)[CH2:21][CH2:20]2)[C:5]2[N:10]=[C:9]([CH2:11][C:12]3[CH:17]=[CH:16][C:15]([Cl:18])=[CH:14][CH:13]=3)[S:8][C:6]=2[N:7]=1.[OH-].[Na+].[CH3:38]I, predict the reaction product. The product is: [NH2:1][C:2]1[N:3]=[C:4]([N:19]2[CH2:24][CH2:23][N:22]([C:25](=[O:35])[CH2:26][O:27][C:28]3[CH:29]=[CH:30][C:31]([Cl:34])=[CH:32][CH:33]=3)[CH2:21][CH2:20]2)[C:5]2[N:10]=[C:9]([CH:11]([C:12]3[CH:17]=[CH:16][C:15]([Cl:18])=[CH:14][CH:13]=3)[CH3:38])[S:8][C:6]=2[N:7]=1. (4) Given the reactants [NH2:1][C:2]1[CH:9]=[CH:8][CH:7]=[C:6]([CH:10]2[CH2:12][CH2:11]2)[C:3]=1[C:4]#[N:5].[S:13](Cl)(=[O:16])(=O)[NH2:14].[OH-:18].[Na+].Cl, predict the reaction product. The product is: [CH:10]1([C:6]2[C:3]3[C:4]([NH2:5])=[N:14][S:13](=[O:16])(=[O:18])[NH:1][C:2]=3[CH:9]=[CH:8][CH:7]=2)[CH2:11][CH2:12]1. (5) Given the reactants [NH:1]1[CH:5]=[CH:4][N:3]=[CH:2]1.C(=O)([O-])[O-].[K+].[K+].Br[CH2:13][CH2:14][C:15]1[CH:20]=[CH:19][CH:18]=[CH:17][CH:16]=1, predict the reaction product. The product is: [CH2:13]([N:1]1[CH:5]=[CH:4][N:3]=[CH:2]1)[CH2:14][C:15]1[CH:20]=[CH:19][CH:18]=[CH:17][CH:16]=1. (6) Given the reactants O[CH2:2][C:3]1[C:8]([CH3:9])=[CH:7][CH:6]=[CH:5][N:4]=1.S(Cl)([Cl:12])=O, predict the reaction product. The product is: [ClH:12].[Cl:12][CH2:2][C:3]1[C:8]([CH3:9])=[CH:7][CH:6]=[CH:5][N:4]=1. (7) Given the reactants [CH3:1][CH2:2][CH2:3][CH2:4][CH2:5][CH2:6][CH2:7][CH2:8][C:9](=O)[CH2:10][CH2:11][CH2:12][CH2:13][CH2:14][CH2:15][CH2:16][CH3:17].[CH3:19][CH2:20][O-:21].[Na+].Cl.C1C[O:27][CH2:26][CH2:25]1, predict the reaction product. The product is: [CH2:8]([C:9]([CH2:10][CH2:11][CH2:12][CH2:13][CH2:14][CH2:15][CH2:16][CH3:17])=[CH:19][C:20]([O:27][CH2:26][CH3:25])=[O:21])[CH2:7][CH2:6][CH2:5][CH2:4][CH2:3][CH2:2][CH3:1].